From a dataset of Reaction yield outcomes from USPTO patents with 853,638 reactions. Predict the reaction yield, written as a fraction of the theoretical maximum amount of product (1.0 means a 100% yield; for example, 0.34 means a 34% yield). (1) The reactants are [NH2:1][C:2]1[N:7]=[CH:6][C:5]([C:8]2[CH:9]=[CH:10][C:11]3[N:12]([CH:14]=[C:15]([NH:17][C:18](=[O:27])[CH2:19][O:20][CH:21]4[CH2:26][CH2:25][NH:24][CH2:23][CH2:22]4)[N:16]=3)[CH:13]=2)=[CH:4][C:3]=1[C:28]([F:31])([F:30])[F:29].[C:32](O)(=O)[CH3:33].C(=O)C.C([BH3-])#N.[Na+]. The catalyst is CO. The product is [NH2:1][C:2]1[N:7]=[CH:6][C:5]([C:8]2[CH:9]=[CH:10][C:11]3[N:12]([CH:14]=[C:15]([NH:17][C:18](=[O:27])[CH2:19][O:20][CH:21]4[CH2:26][CH2:25][N:24]([CH2:32][CH3:33])[CH2:23][CH2:22]4)[N:16]=3)[CH:13]=2)=[CH:4][C:3]=1[C:28]([F:30])([F:29])[F:31]. The yield is 0.240. (2) The reactants are [SH:1][CH2:2][CH2:3][C:4]([OH:6])=[O:5].[F:7][C:8]([F:12])([F:11])[CH:9]=[CH2:10]. The catalyst is N(C(C)(C)C#N)=NC(C)(C)C#N.C(C1C=CC=CC=1)(=O)CCCCCCC.C1(C)C=CC=CC=1. The product is [F:7][C:8]([F:12])([F:11])[CH2:9][CH2:10][S:1][CH2:2][CH2:3][C:4]([OH:6])=[O:5]. The yield is 0.830. (3) The reactants are [CH3:1][N:2]1[CH2:7][CH2:6][CH:5]([N:8]([C:22]2[CH:27]=[CH:26][CH:25]=[CH:24][CH:23]=2)[C:9]2[CH:21]=[CH:20][C:12]([C:13]([N:15]([CH2:18][CH3:19])[CH2:16][CH3:17])=[O:14])=[CH:11][CH:10]=2)[CH:4]([CH3:28])[CH2:3]1.ClC(O[C:33]1C=CC=C[CH:34]=1)=O.[OH-].[Na+].C(C1C=C(OC)C=C(C(C)(C)C)C=1C1C=C(N(C2C=CC=CC=2)C2CCN(C)CC2C)C=CC=1C([O-])=O)(C)(C)C.C(Br)C=C.C([O-])([O-])=O.[K+].[K+]. The catalyst is ClCCCl.C(O)C.C(N(CC)CC)C.C(O)C.C(O)(C)C.O.CO. The product is [CH2:1]([N:2]1[CH2:7][CH2:6][CH:5]([N:8]([C:22]2[CH:23]=[CH:24][CH:25]=[CH:26][CH:27]=2)[C:9]2[CH:21]=[CH:20][C:12]([C:13]([N:15]([CH2:18][CH3:19])[CH2:16][CH3:17])=[O:14])=[CH:11][CH:10]=2)[CH:4]([CH3:28])[CH2:3]1)[CH:33]=[CH2:34]. The yield is 0.930. (4) The reactants are [CH:1]1([C:4]2[CH:10]=[CH:9][C:7](N)=[C:6]([F:11])[CH:5]=2)[CH2:3][CH2:2]1.S(=O)(=O)(O)O.N([O-])=O.[Na+].[I-:21].[K+]. The catalyst is O.C(Cl)Cl. The product is [CH:1]1([C:4]2[CH:10]=[CH:9][C:7]([I:21])=[C:6]([F:11])[CH:5]=2)[CH2:3][CH2:2]1. The yield is 0.713. (5) The reactants are [F:1][C:2]([F:11])([F:10])[C:3]1[CH:8]=[CH:7][C:6](I)=[CH:5][CH:4]=1.[NH:12]1[CH2:16][CH2:15][C@@H:14]([NH:17][C:18](=[O:24])[O:19][C:20]([CH3:23])([CH3:22])[CH3:21])[CH2:13]1.P([O-])([O-])([O-])=O.[K+].[K+].[K+].C(O)CO. The catalyst is [Cu]I.CC(O)C. The product is [F:1][C:2]([F:11])([F:10])[C:3]1[CH:8]=[CH:7][C:6]([N:12]2[CH2:16][CH2:15][C@@H:14]([NH:17][C:18](=[O:24])[O:19][C:20]([CH3:22])([CH3:21])[CH3:23])[CH2:13]2)=[CH:5][CH:4]=1. The yield is 0.210.